This data is from Forward reaction prediction with 1.9M reactions from USPTO patents (1976-2016). The task is: Predict the product of the given reaction. (1) Given the reactants [N+:1]([C:4]1[CH:9]=[CH:8][C:7]([C:10]2([C:13]#[N:14])[CH2:12][CH2:11]2)=[CH:6][CH:5]=1)([O-])=O, predict the reaction product. The product is: [NH2:1][C:4]1[CH:5]=[CH:6][C:7]([C:10]2([C:13]#[N:14])[CH2:11][CH2:12]2)=[CH:8][CH:9]=1. (2) Given the reactants [C:1]([N:4]1[C:13]2[C:8](=[CH:9][C:10](Br)=[CH:11][CH:12]=2)[C@H:7]([NH:15]C(=O)OCC2C=CC=CC=2)[C@@H:6]([CH3:26])[C@@H:5]1[CH2:27][CH3:28])(=[O:3])[CH3:2].CC(C)([O-])C.[Na+].CN(C1C(C2C(P(C3CCCCC3)C3CCCCC3)=CC=CC=2)=CC=CC=1)C.[NH:63]1[CH2:68][CH2:67][O:66][CH2:65][CH2:64]1, predict the reaction product. The product is: [NH2:15][C@H:7]1[C:8]2[C:13](=[CH:12][CH:11]=[C:10]([N:63]3[CH2:68][CH2:67][O:66][CH2:65][CH2:64]3)[CH:9]=2)[N:4]([C:1](=[O:3])[CH3:2])[C@@H:5]([CH2:27][CH3:28])[C@@H:6]1[CH3:26]. (3) Given the reactants [C:1]([NH:5][CH2:6][C:7]1[CH:16]=[CH:15][C:14]2[C:9](=[CH:10][CH:11]=[CH:12][CH:13]=2)[C:8]=1[C:17]1[N:22]=[C:21]([CH:23]=O)[CH:20]=[CH:19][CH:18]=1)([CH3:4])([CH3:3])[CH3:2].[CH:25]([C:28]1[CH:34]=[CH:33][CH:32]=[C:31]([CH:35]([CH3:37])[CH3:36])[C:29]=1[NH2:30])([CH3:27])[CH3:26], predict the reaction product. The product is: [C:1]([NH:5][CH2:6][C:7]1[CH:16]=[CH:15][C:14]2[C:9](=[CH:10][CH:11]=[CH:12][CH:13]=2)[C:8]=1[C:17]1[N:22]=[C:21]([CH:23]=[N:30][C:29]2[C:31]([CH:35]([CH3:36])[CH3:37])=[CH:32][CH:33]=[CH:34][C:28]=2[CH:25]([CH3:27])[CH3:26])[CH:20]=[CH:19][CH:18]=1)([CH3:4])([CH3:3])[CH3:2]. (4) Given the reactants [NH2:1][C:2]1[CH:3]=[C:4]([N:8]2[C:13](=[O:14])[N:12]([CH2:15][C:16]3[CH:21]=[CH:20][C:19]([Cl:22])=[CH:18][CH:17]=3)[C:11](=[O:23])[C:10]([O:24][CH3:25])=[N:9]2)[CH:5]=[CH:6][CH:7]=1.CCN(CC)CC.Br[CH2:34][CH2:35][CH2:36][C:37](Cl)=[O:38], predict the reaction product. The product is: [Cl:22][C:19]1[CH:20]=[CH:21][C:16]([CH2:15][N:12]2[C:11](=[O:23])[C:10]([O:24][CH3:25])=[N:9][N:8]([C:4]3[CH:5]=[CH:6][CH:7]=[C:2]([N:1]4[CH2:34][CH2:35][CH2:36][C:37]4=[O:38])[CH:3]=3)[C:13]2=[O:14])=[CH:17][CH:18]=1. (5) The product is: [CH3:30][S:31]([N:3]1[CH2:8][CH2:7][CH2:6][C@@H:5]([NH:9][C:10]([NH:12][C:13]2[N:14]=[C:15]3[CH:21]=[CH:20][N:19]([CH2:22][O:23][CH2:24][CH2:25][Si:26]([CH3:29])([CH3:28])[CH3:27])[C:16]3=[N:17][CH:18]=2)=[O:11])[CH2:4]1)(=[O:33])=[O:32]. Given the reactants Cl.Cl.[NH:3]1[CH2:8][CH2:7][CH2:6][CH:5]([NH:9][C:10]([NH:12][C:13]2[N:14]=[C:15]3[CH:21]=[CH:20][N:19]([CH2:22][O:23][CH2:24][CH2:25][Si:26]([CH3:29])([CH3:28])[CH3:27])[C:16]3=[N:17][CH:18]=2)=[O:11])[CH2:4]1.[CH3:30][S:31](Cl)(=[O:33])=[O:32], predict the reaction product. (6) Given the reactants [Cl:1][C:2]1[CH:10]=[CH:9][C:5]([C:6](O)=[O:7])=[C:4]([I:11])[CH:3]=1.Cl.[CH3:13][NH:14][O:15][CH3:16].C(N(CC)CC)C.F[P-](F)(F)(F)(F)F.CN(C(N(C)C)=[N+]1C2C(=NC=CC=2)[N+]([O-])=N1)C.CN(C(ON1N=NC2C=CC=NC1=2)=[N+](C)C)C.F[P-](F)(F)(F)(F)F, predict the reaction product. The product is: [Cl:1][C:2]1[CH:10]=[CH:9][C:5]([C:6]([N:14]([O:15][CH3:16])[CH3:13])=[O:7])=[C:4]([I:11])[CH:3]=1.